The task is: Predict which catalyst facilitates the given reaction.. This data is from Catalyst prediction with 721,799 reactions and 888 catalyst types from USPTO. (1) Reactant: [C:1]1([CH2:7][CH2:8][CH2:9][S:10][C:11]2[N:16]=[C:15]([C:17]3[S:18][C:19]4[CH:27]=[CH:26][CH:25]=[CH:24][C:20]=4[C:21](=[O:23])[N:22]=3)[CH:14]=[CH:13][CH:12]=2)[CH:6]=[CH:5][CH:4]=[CH:3][CH:2]=1.ClC1C=CC=C(C(OO)=[O:36])C=1. Product: [C:1]1([CH2:7][CH2:8][CH2:9][S:10]([C:11]2[N:16]=[C:15]([C:17]3[S:18][C:19]4[CH:27]=[CH:26][CH:25]=[CH:24][C:20]=4[C:21](=[O:23])[N:22]=3)[CH:14]=[CH:13][CH:12]=2)=[O:36])[CH:6]=[CH:5][CH:4]=[CH:3][CH:2]=1. The catalyst class is: 22. (2) Reactant: [C:9](O[C:9]([O:11][C:12]([CH3:15])([CH3:14])[CH3:13])=[O:10])([O:11][C:12]([CH3:15])([CH3:14])[CH3:13])=[O:10].[NH2:16][CH2:17][CH2:18][O:19][CH2:20][CH2:21][OH:22]. Product: [OH:22][CH2:21][CH2:20][O:19][CH2:18][CH2:17][NH:16][C:9](=[O:10])[O:11][C:12]([CH3:13])([CH3:14])[CH3:15]. The catalyst class is: 14. (3) Reactant: [CH3:1][O:2][C:3](=[O:37])[C@@H:4]([NH:14][C:15]([C:17]1[C:18]([CH3:36])=[N:19][C:20]([NH:24][CH2:25][C:26]#[C:27][C:28]2[CH:33]=[CH:32][CH:31]=[C:30]([OH:34])[C:29]=2[CH3:35])=[N:21][C:22]=1[CH3:23])=[O:16])[CH2:5][NH:6][C:7]([C:9]1[S:10][CH:11]=[CH:12][CH:13]=1)=[O:8]. Product: [CH3:1][O:2][C:3](=[O:37])[C@@H:4]([NH:14][C:15]([C:17]1[C:22]([CH3:23])=[N:21][C:20]([NH:24][CH2:25][CH2:26][CH2:27][C:28]2[CH:33]=[CH:32][CH:31]=[C:30]([OH:34])[C:29]=2[CH3:35])=[N:19][C:18]=1[CH3:36])=[O:16])[CH2:5][NH:6][C:7]([C:9]1[S:10][CH:11]=[CH:12][CH:13]=1)=[O:8]. The catalyst class is: 19.